From a dataset of Catalyst prediction with 721,799 reactions and 888 catalyst types from USPTO. Predict which catalyst facilitates the given reaction. (1) Reactant: C(=O)(O)[O-].[NH4+].FC(F)(F)C([O-])=O.FC(F)(F)C(O)=O.[NH2:20][C:21]([CH3:56])([CH3:55])[CH2:22][O:23][C:24]1[CH:29]=[CH:28][C:27]([NH:30][C:31]2[CH:36]=[CH:35][C:34]([CH2:37][CH2:38][NH:39][CH2:40][C@@H:41]([C:43]3[CH:52]=[CH:51][C:50]([OH:53])=[C:49]4[C:44]=3[CH:45]=[CH:46][C:47](=[O:54])[NH:48]4)[OH:42])=[CH:33][CH:32]=2)=[CH:26][CH:25]=1. Product: [NH2:20][C:21]([CH3:56])([CH3:55])[CH2:22][O:23][C:24]1[CH:29]=[CH:28][C:27]([NH:30][C:31]2[CH:32]=[CH:33][C:34]([CH2:37][CH2:38][NH:39][CH2:40][C@@H:41]([C:43]3[CH:52]=[CH:51][C:50]([OH:53])=[C:49]4[C:44]=3[CH:45]=[CH:46][C:47](=[O:54])[NH:48]4)[OH:42])=[CH:35][CH:36]=2)=[CH:26][CH:25]=1. The catalyst class is: 8. (2) Reactant: [OH:1][N:2]1[C:7]2[N:8]=[CH:9][N:10]=[C:11]([CH3:12])[C:6]=2[C:5]([NH:13][CH2:14][C:15]2[CH:16]=[C:17]([CH:27]=[CH:28][CH:29]=2)[CH2:18][NH:19]C(=O)OC(C)(C)C)=[CH:4][C:3]1=[O:30]. Product: [NH2:19][CH2:18][C:17]1[CH:16]=[C:15]([CH:29]=[CH:28][CH:27]=1)[CH2:14][NH:13][C:5]1[C:6]2[C:11]([CH3:12])=[N:10][CH:9]=[N:8][C:7]=2[N:2]([OH:1])[C:3](=[O:30])[CH:4]=1. The catalyst class is: 157. (3) Reactant: [CH3:1][O:2][C:3](=[O:25])[C:4]1[CH:9]=[CH:8][C:7]([CH2:10][C:11]2[C:19]3[C:14](=[CH:15][CH:16]=[C:17]([N+:20]([O-:22])=[O:21])[CH:18]=3)[NH:13][CH:12]=2)=[C:6]([O:23][CH3:24])[CH:5]=1.[H-].[Na+].I[CH3:29].Cl. Product: [CH3:1][O:2][C:3](=[O:25])[C:4]1[CH:9]=[CH:8][C:7]([CH2:10][C:11]2[C:19]3[C:14](=[CH:15][CH:16]=[C:17]([N+:20]([O-:22])=[O:21])[CH:18]=3)[N:13]([CH3:29])[CH:12]=2)=[C:6]([O:23][CH3:24])[CH:5]=1. The catalyst class is: 54. (4) Reactant: C[O:2][C:3](=[O:32])[CH:4]([C:6]1[C:14]2[C:9](=[CH:10][CH:11]=[CH:12][CH:13]=2)[NH:8][C:7]=1[C:15]1[CH:20]=[CH:19][C:18]([Cl:21])=[C:17]([S:22](=[O:31])(=[O:30])[NH:23][CH:24]2[CH2:29][CH2:28][CH2:27][CH2:26][CH2:25]2)[CH:16]=1)[CH3:5].O.[OH-].[Li+].CCOC(C)=O. Product: [Cl:21][C:18]1[CH:19]=[CH:20][C:15]([C:7]2[NH:8][C:9]3[C:14]([C:6]=2[CH:4]([CH3:5])[C:3]([OH:32])=[O:2])=[CH:13][CH:12]=[CH:11][CH:10]=3)=[CH:16][C:17]=1[S:22](=[O:31])(=[O:30])[NH:23][CH:24]1[CH2:25][CH2:26][CH2:27][CH2:28][CH2:29]1. The catalyst class is: 24. (5) Reactant: [Si:1]([O:8][C@H:9]1[CH2:14][C@H:13]([OH:15])[C@@H:12]([C:16]2[N:20]([CH3:21])[N:19]=[CH:18][CH:17]=2)[CH2:11][CH2:10]1)([C:4]([CH3:7])([CH3:6])[CH3:5])([CH3:3])[CH3:2].C(N(CC)CC)C.[C:29](Cl)(=[O:36])[C:30]1[CH:35]=[CH:34][CH:33]=[CH:32][CH:31]=1. Product: [C:29]([O:15][C@H:13]1[CH2:14][C@H:9]([O:8][Si:1]([C:4]([CH3:7])([CH3:5])[CH3:6])([CH3:2])[CH3:3])[CH2:10][CH2:11][C@@H:12]1[C:16]1[N:20]([CH3:21])[N:19]=[CH:18][CH:17]=1)(=[O:36])[C:30]1[CH:35]=[CH:34][CH:33]=[CH:32][CH:31]=1. The catalyst class is: 4. (6) Reactant: N1CCCCC1.FC(F)OC1C(OC)=CC(C=O)=CC=1OC.C(CC(N[C:30]1[CH:38]=[CH:37][CH:36]=[CH:35][C:31]=1[C:32]([OH:34])=[O:33])=O)(O)=O. Product: [C:32]([OH:34])(=[O:33])[C:31]1[CH:35]=[CH:36][CH:37]=[CH:38][CH:30]=1. The catalyst class is: 11. (7) Reactant: [N:1]1[N:2]=[CH:3][N:4]2[CH2:9][CH2:8][N:7]([C:10]([O:12][C:13]([CH3:16])([CH3:15])[CH3:14])=[O:11])[CH2:6][C:5]=12.C(=O)([O-])O.[Na+].[Br:22]N1C(=O)CCC1=O.O. Product: [Br:22][C:3]1[N:4]2[CH2:9][CH2:8][N:7]([C:10]([O:12][C:13]([CH3:16])([CH3:15])[CH3:14])=[O:11])[CH2:6][C:5]2=[N:1][N:2]=1. The catalyst class is: 22. (8) Reactant: [CH3:1][C:2]1[O:6][N:5]=[CH:4][C:3]=1[C:7](=[O:9])[CH3:8].[Br-:10].[Br-].[Br-].C1([N+](C)(C)C)C=CC=CC=1.C1([N+](C)(C)C)C=CC=CC=1.C1([N+](C)(C)C)C=CC=CC=1. Product: [Br:10][CH2:8][C:7]([C:3]1[CH:4]=[N:5][O:6][C:2]=1[CH3:1])=[O:9]. The catalyst class is: 1. (9) Reactant: [NH:1]([C:23]([O:25][CH2:26][C:27]1[CH:32]=[CH:31][CH:30]=[CH:29][CH:28]=1)=[O:24])[C@H:2]([C:5]([NH:7][C@H:8]([C:19]([O:21]C)=[O:20])[CH2:9][C:10]1[C:18]2[C:13](=[CH:14][CH:15]=[CH:16][CH:17]=2)[NH:12][CH:11]=1)=[O:6])[CH2:3][OH:4].O. Product: [NH:1]([C:23]([O:25][CH2:26][C:27]1[CH:28]=[CH:29][CH:30]=[CH:31][CH:32]=1)=[O:24])[C@H:2]([C:5]([NH:7][C@H:8]([C:19]([OH:21])=[O:20])[CH2:9][C:10]1[C:18]2[C:13](=[CH:14][CH:15]=[CH:16][CH:17]=2)[NH:12][CH:11]=1)=[O:6])[CH2:3][OH:4]. The catalyst class is: 218. (10) Reactant: [NH2:1][C@H:2]1[CH2:6][CH2:5][N:4]([C:7](=[O:22])[CH2:8][NH:9][C:10](=[O:21])[C:11]2[CH:16]=[CH:15][CH:14]=[C:13]([C:17]([F:20])([F:19])[F:18])[CH:12]=2)[CH2:3]1.[OH:23][C:24]1([C:31]2[CH:36]=[CH:35][CH:34]=[CH:33][CH:32]=2)[CH2:29][CH2:28][C:27](=O)[CH2:26][CH2:25]1.[BH-](OC(C)=O)(OC(C)=O)OC(C)=O.[Na+].C(N(CC)CC)C. Product: [OH:23][C:24]1([C:31]2[CH:32]=[CH:33][CH:34]=[CH:35][CH:36]=2)[CH2:25][CH2:26][CH:27]([NH:1][C@H:2]2[CH2:6][CH2:5][N:4]([C:7](=[O:22])[CH2:8][NH:9][C:10](=[O:21])[C:11]3[CH:16]=[CH:15][CH:14]=[C:13]([C:17]([F:19])([F:20])[F:18])[CH:12]=3)[CH2:3]2)[CH2:28][CH2:29]1. The catalyst class is: 1.